This data is from Full USPTO retrosynthesis dataset with 1.9M reactions from patents (1976-2016). The task is: Predict the reactants needed to synthesize the given product. (1) Given the product [C@H:29]1([O:28][C:26]([NH:25][C:24]2[N:20]([C:17]3[CH:18]=[CH:19][C:14]([C:11]4[CH:10]=[CH:9][C:8]([C:5]5([C:3]([OH:4])=[O:2])[CH2:7][CH2:6]5)=[CH:13][CH:12]=4)=[CH:15][CH:16]=3)[N:21]=[N:22][C:23]=2[CH3:38])=[O:27])[C:37]2[C:32](=[CH:33][CH:34]=[CH:35][CH:36]=2)[CH2:31][CH2:30]1, predict the reactants needed to synthesize it. The reactants are: C[O:2][C:3]([C:5]1([C:8]2[CH:13]=[CH:12][C:11]([C:14]3[CH:19]=[CH:18][C:17]([N:20]4[C:24]([NH:25][C:26]([O:28][C@H:29]5[C:37]6[C:32](=[CH:33][CH:34]=[CH:35][CH:36]=6)[CH2:31][CH2:30]5)=[O:27])=[C:23]([CH3:38])[N:22]=[N:21]4)=[CH:16][CH:15]=3)=[CH:10][CH:9]=2)[CH2:7][CH2:6]1)=[O:4].C1COCC1.[Li+].[OH-].Cl. (2) Given the product [Cl:1][C:2]1[CH:7]=[CH:6][CH:5]=[CH:4][C:3]=1[S:8]([C@H:11]1[CH2:15][N:14]([C:16]2[N:20]([CH2:21][C:22]3[N:26]([CH3:27])[CH:25]=[N:24][CH:23]=3)[N:19]=[C:18]([CH3:28])[CH:17]=2)[C@H:13]([C:29]([O-:31])=[O:30])[CH2:12]1)(=[O:9])=[O:10].[Li+:34], predict the reactants needed to synthesize it. The reactants are: [Cl:1][C:2]1[CH:7]=[CH:6][CH:5]=[CH:4][C:3]=1[S:8]([C@H:11]1[CH2:15][N:14]([C:16]2[N:20]([CH2:21][C:22]3[N:26]([CH3:27])[CH:25]=[N:24][CH:23]=3)[N:19]=[C:18]([CH3:28])[CH:17]=2)[C@H:13]([C:29]([O:31]C)=[O:30])[CH2:12]1)(=[O:10])=[O:9].[OH-].[Li+:34]. (3) Given the product [CH2:1]([C:5]1[CH:6]=[CH:7][C:8]([C:11]#[C:12][C:13]2[CH:14]=[CH:15][C:16]([CH2:17][N:18]([CH2:19][C:20]3[CH:21]=[CH:22][C:23]([O:24][CH2:25][C:26]([O:28][CH3:29])=[O:27])=[CH:30][CH:31]=3)[C:43]([C:36]3[C:37]4[C:42](=[CH:41][CH:40]=[CH:39][CH:38]=4)[NH:34][N:35]=3)=[O:44])=[CH:32][CH:33]=2)=[CH:9][CH:10]=1)[CH2:2][CH2:3][CH3:4], predict the reactants needed to synthesize it. The reactants are: [CH2:1]([C:5]1[CH:10]=[CH:9][C:8]([C:11]#[C:12][C:13]2[CH:33]=[CH:32][C:16]([CH2:17][NH:18][CH2:19][C:20]3[CH:31]=[CH:30][C:23]([O:24][CH2:25][C:26]([O:28][CH3:29])=[O:27])=[CH:22][CH:21]=3)=[CH:15][CH:14]=2)=[CH:7][CH:6]=1)[CH2:2][CH2:3][CH3:4].[NH:34]1[C:42]2[C:37](=[CH:38][CH:39]=[CH:40][CH:41]=2)[C:36]([C:43](O)=[O:44])=[N:35]1. (4) Given the product [N:46]1([C:43]2[CH:42]=[CH:41][C:40]([NH2:37])=[N:45][CH:44]=2)[CH2:51][CH2:50][O:49][CH2:48][CH2:47]1, predict the reactants needed to synthesize it. The reactants are: N1C=CC=CC=1C1N=NN(C2C=CC(NC3C4N(C=CN=4)C(C4C=CC(C(N)=O)=CC=4)=CN=3)=CC=2)C=1.[N+:37]([C:40]1[N:45]=[CH:44][C:43]([N:46]2[CH2:51][CH2:50][O:49][CH2:48][CH2:47]2)=[CH:42][CH:41]=1)([O-])=O.O.O.[Sn](Cl)Cl. (5) Given the product [CH3:29][O:30][C:31]1[CH:32]=[C:33]([CH2:37][C:38]([N:40]2[C:48]3[C:43](=[CH:44][CH:45]=[CH:46][C:47]=3[CH2:49][CH2:50][C:51]3[CH:52]=[CH:53][C:54]([C:55]([OH:57])=[O:56])=[CH:59][CH:60]=3)[CH2:42][CH2:41]2)=[O:39])[CH:34]=[CH:35][CH:36]=1, predict the reactants needed to synthesize it. The reactants are: FC1C=C(C=CC=1)CN1C2C(=CC=CC=2CCC2C=CC(C(O)=O)=CC=2)CC1.[CH3:29][O:30][C:31]1[CH:32]=[C:33]([CH2:37][C:38]([N:40]2[C:48]3[C:43](=[CH:44][CH:45]=[CH:46][C:47]=3[CH2:49][CH2:50][C:51]3[CH:60]=[CH:59][C:54]([C:55]([O:57]C)=[O:56])=[CH:53][CH:52]=3)[CH2:42][CH2:41]2)=[O:39])[CH:34]=[CH:35][CH:36]=1.[Li+].[OH-]. (6) Given the product [F:1][C:2]1[CH:3]=[C:4]([CH2:26][CH2:27][C:28]([O:30][CH3:31])=[O:29])[CH:5]=[CH:6][C:7]=1[C:8]1[S:9][C:10]2[C:15]([N:16]=1)=[CH:14][CH:13]=[C:12]([C:17]1([C:20]3[CH:25]=[CH:24][CH:23]=[CH:22][CH:21]=3)[CH2:18][CH2:19]1)[N:11]=2, predict the reactants needed to synthesize it. The reactants are: [F:1][C:2]1[CH:3]=[C:4](/[CH:26]=[CH:27]/[C:28]([O:30][CH3:31])=[O:29])[CH:5]=[CH:6][C:7]=1[C:8]1[S:9][C:10]2[C:15]([N:16]=1)=[CH:14][CH:13]=[C:12]([C:17]1([C:20]3[CH:25]=[CH:24][CH:23]=[CH:22][CH:21]=3)[CH2:19][CH2:18]1)[N:11]=2.[H][H]. (7) The reactants are: [Cl-].[C:2]([C:4]1([CH2:10][CH:11]2[CH2:16][CH2:15][O:14][CH2:13][CH2:12]2)[CH2:9][CH2:8][NH2+:7][CH2:6][CH2:5]1)#[N:3].C(N(CC)CC)C.[CH2:24]([S:26](Cl)(=[O:28])=[O:27])[CH3:25]. Given the product [CH2:24]([S:26]([N:7]1[CH2:8][CH2:9][C:4]([CH2:10][CH:11]2[CH2:12][CH2:13][O:14][CH2:15][CH2:16]2)([C:2]#[N:3])[CH2:5][CH2:6]1)(=[O:28])=[O:27])[CH3:25], predict the reactants needed to synthesize it. (8) The reactants are: Cl.C1(NCC2CCCCC2N)CC1.CC(N([C@H]1CCCC[C@H]1C=O)C(=O)[O-])(C)C.C1(N)CC1.Cl.Cl.C1(NCC2CCCCC2N)CC1.[CH:48]1([N:51]2[CH2:60][CH:59]3[CH:54]([CH2:55][CH2:56][CH2:57][CH2:58]3)[N:53]3[C:61](=[O:90])[C:62]4[N:63]([CH:65]=[C:66]([C:78]([NH:80][CH2:81][C:82]5[CH:87]=[CH:86][C:85]([F:88])=[CH:84][C:83]=5[F:89])=[O:79])[C:67](=[O:77])[C:68]=4[O:69]CC4C=CC=CC=4)[CH2:64][CH:52]23)[CH2:50][CH2:49]1.C1(N2CC3C(C(=O)C(=O)CC3)N3CC4N(C=C(C(NCC5C=CC(F)=CC=5F)=O)CC=4OCC4C=CC=CC=4)CC23)CC1. Given the product [CH:48]1([N:51]2[CH2:60][CH:59]3[CH:54]([CH2:55][CH2:56][CH2:57][CH2:58]3)[N:53]3[C:61](=[O:90])[C:62]4[N:63]([CH:65]=[C:66]([C:78]([NH:80][CH2:81][C:82]5[CH:87]=[CH:86][C:85]([F:88])=[CH:84][C:83]=5[F:89])=[O:79])[C:67](=[O:77])[C:68]=4[OH:69])[CH2:64][CH:52]23)[CH2:50][CH2:49]1, predict the reactants needed to synthesize it. (9) Given the product [CH:1]1([N:5]2[CH2:11][CH2:10][CH2:9][N:8]([C:12]([N:14]3[CH2:17][CH:16]([O:18][C:19]4[CH:20]=[C:21]5[C:22](=[CH:23][CH:24]=4)[NH:25][CH:29]=[CH:28]5)[CH2:15]3)=[O:13])[CH2:7][CH2:6]2)[CH2:4][CH2:3][CH2:2]1, predict the reactants needed to synthesize it. The reactants are: [CH:1]1([N:5]2[CH2:11][CH2:10][CH2:9][N:8]([C:12]([N:14]3[CH2:17][CH:16]([O:18][C:19]4[CH:24]=[CH:23][C:22]([N+:25]([O-])=O)=[C:21]([CH3:28])[CH:20]=4)[CH2:15]3)=[O:13])[CH2:7][CH2:6]2)[CH2:4][CH2:3][CH2:2]1.[CH3:29]C(N(C)C)=O.N1CCCC1. (10) Given the product [C:32]1([C:37]2[CH:42]=[CH:41][CH:40]=[CH:39][CH:38]=2)[CH:33]=[CH:34][CH:35]=[CH:36][C:31]=1[N:30]1[C:18](=[O:19])[C:11]2[C@@H:12]3[C:15]([CH3:17])([CH3:16])[C@@:9]([CH3:8])([CH2:14][CH2:13]3)[C:10]=2[N:29]1[CH3:27], predict the reactants needed to synthesize it. The reactants are: C(N(CC)CC)C.[CH3:8][C@:9]12[C:15]([CH3:17])([CH3:16])[C@H:12]([CH2:13][CH2:14]1)[CH:11]([C:18](Cl)=[O:19])[C:10]2=O.C(O[C:27]([N:29](C)[NH:30][C:31]1[CH:36]=[CH:35][CH:34]=[CH:33][C:32]=1[C:37]1[CH:42]=[CH:41][CH:40]=[CH:39][CH:38]=1)=O)(C)(C)C.Cl.O1CCOCC1.